The task is: Regression. Given a peptide amino acid sequence and an MHC pseudo amino acid sequence, predict their binding affinity value. This is MHC class II binding data.. This data is from Peptide-MHC class II binding affinity with 134,281 pairs from IEDB. (1) The peptide sequence is SPEVIPMFSALSE. The MHC is DRB1_1302 with pseudo-sequence QEFFIASGAAVDAIMESSFDYFDIDEATYHVGFT. The binding affinity (normalized) is 0.121. (2) The peptide sequence is QCQKLLWQLNGRLEY. The MHC is DRB4_0101 with pseudo-sequence DRB4_0103. The binding affinity (normalized) is 0.506. (3) The peptide sequence is VGDDSGGFSTTVSTE. The MHC is HLA-DQA10401-DQB10402 with pseudo-sequence HLA-DQA10401-DQB10402. The binding affinity (normalized) is 0.461. (4) The binding affinity (normalized) is 0.505. The MHC is DRB1_1301 with pseudo-sequence DRB1_1301. The peptide sequence is DLVAYGGSWKLEGRW.